Task: Regression. Given a peptide amino acid sequence and an MHC pseudo amino acid sequence, predict their binding affinity value. This is MHC class I binding data.. Dataset: Peptide-MHC class I binding affinity with 185,985 pairs from IEDB/IMGT (1) The peptide sequence is KTYHYHSL. The MHC is H-2-Kb with pseudo-sequence H-2-Kb. The binding affinity (normalized) is 0.954. (2) The peptide sequence is VEITPYKPTW. The MHC is HLA-A66:01 with pseudo-sequence HLA-A66:01. The binding affinity (normalized) is 0.213.